This data is from Full USPTO retrosynthesis dataset with 1.9M reactions from patents (1976-2016). The task is: Predict the reactants needed to synthesize the given product. (1) Given the product [Cl:1][C:2]1[C:3]([C:33]([C:36]#[N:37])([CH3:35])[CH3:34])=[CH:4][C:5]([O:30][CH2:31][CH3:32])=[C:6]([C:8]2[N:9]([C:27]([N:45]3[CH2:44][CH2:43][N:42]([CH2:41][C:40]([N:39]([CH3:49])[CH3:38])=[O:48])[CH2:47][CH2:46]3)=[O:28])[C@H:10]([C:20]3[CH:21]=[CH:22][C:23]([Cl:26])=[CH:24][CH:25]=3)[C@H:11]([C:13]3[CH:18]=[CH:17][C:16]([Cl:19])=[CH:15][CH:14]=3)[N:12]=2)[CH:7]=1, predict the reactants needed to synthesize it. The reactants are: [Cl:1][C:2]1[C:3]([C:33]([C:36]#[N:37])([CH3:35])[CH3:34])=[CH:4][C:5]([O:30][CH2:31][CH3:32])=[C:6]([C:8]2[N:9]([C:27](Cl)=[O:28])[C@H:10]([C:20]3[CH:25]=[CH:24][C:23]([Cl:26])=[CH:22][CH:21]=3)[C@H:11]([C:13]3[CH:18]=[CH:17][C:16]([Cl:19])=[CH:15][CH:14]=3)[N:12]=2)[CH:7]=1.[CH3:38][N:39]([CH3:49])[C:40](=[O:48])[CH2:41][N:42]1[CH2:47][CH2:46][NH:45][CH2:44][CH2:43]1. (2) Given the product [Cl:15][CH2:16][C:17]([O:14][C:4]1[C:3]([O:2][CH3:1])=[C:8]2[C:7]([CH:13]=[CH:12][C:10](=[O:11])[O:9]2)=[CH:6][CH:5]=1)=[O:18].[C:10]([O:9][CH2:8][CH3:7])(=[O:11])[CH3:12], predict the reactants needed to synthesize it. The reactants are: [CH3:1][O:2][C:3]1[C:8]2[O:9][C:10]([CH:12]=[CH:13][C:7]=2[CH:6]=[CH:5][C:4]=1[OH:14])=[O:11].[Cl:15][CH2:16][C:17](Cl)=[O:18].C(=O)([O-])[O-].[Na+].[Na+].